From a dataset of Reaction yield outcomes from USPTO patents with 853,638 reactions. Predict the reaction yield, written as a fraction of the theoretical maximum amount of product (1.0 means a 100% yield; for example, 0.34 means a 34% yield). (1) The reactants are Br[C:2]1[C:7]([CH3:8])=[CH:6][CH:5]=[CH:4][N:3]=1.[Li]CCCC.[CH2:14]([N:21]1[CH2:26][CH2:25][C:24](=[O:27])[CH2:23][CH2:22]1)[C:15]1[CH:20]=[CH:19][CH:18]=[CH:17][CH:16]=1.[NH4+].[Cl-]. The catalyst is C1COCC1. The product is [CH2:14]([N:21]1[CH2:26][CH2:25][C:24]([OH:27])([C:2]2[C:7]([CH3:8])=[CH:6][CH:5]=[CH:4][N:3]=2)[CH2:23][CH2:22]1)[C:15]1[CH:16]=[CH:17][CH:18]=[CH:19][CH:20]=1. The yield is 0.500. (2) The reactants are [CH2:1]([N:8]([CH2:37][C:38]1[CH:43]=[CH:42][CH:41]=[CH:40][CH:39]=1)[CH:9]1[CH2:13][CH:12]([C:14]2[N:18]3[C:19]4[CH:25]=[CH:24][N:23](S(C5C=CC(C)=CC=5)(=O)=O)[C:20]=4[N:21]=[CH:22][C:17]3=[N:16][CH:15]=2)[CH:11]([CH3:36])[CH2:10]1)[C:2]1[CH:7]=[CH:6][CH:5]=[CH:4][CH:3]=1.[OH-].[Na+]. The catalyst is O1CCOCC1. The product is [CH2:37]([N:8]([CH2:1][C:2]1[CH:7]=[CH:6][CH:5]=[CH:4][CH:3]=1)[CH:9]1[CH2:10][CH:11]([CH3:36])[CH:12]([C:14]2[N:18]3[C:19]4[CH:25]=[CH:24][NH:23][C:20]=4[N:21]=[CH:22][C:17]3=[N:16][CH:15]=2)[CH2:13]1)[C:38]1[CH:43]=[CH:42][CH:41]=[CH:40][CH:39]=1. The yield is 0.560.